Dataset: Forward reaction prediction with 1.9M reactions from USPTO patents (1976-2016). Task: Predict the product of the given reaction. (1) Given the reactants [CH3:1][NH:2][CH2:3][CH:4]([CH3:6])[CH3:5].C([N:9]([CH2:12][CH3:13])[CH2:10][CH3:11])C.ClC(Cl)(O[C:18](=[O:24])OC(Cl)(Cl)Cl)Cl.[CH2:26]1[CH2:30]O[CH2:28][CH2:27]1, predict the reaction product. The product is: [CH3:1][N:2]([CH2:3][CH:4]([CH3:6])[CH3:5])[C:18]([N:9]([CH:10]1[CH2:11][CH2:28][CH2:27][CH2:26][CH2:30]1)[CH:12]1[CH2:13][CH2:30][CH2:26][CH2:27][CH2:28]1)=[O:24]. (2) Given the reactants [O:1]=[C:2]1[N:7]=[C:6]([NH:8][C:9](=[O:15])[O:10][C:11]([CH3:14])([CH3:13])[CH3:12])[CH:5]=[CH:4][NH:3]1.[Br:16][CH2:17][CH:18]([F:22])[CH2:19][CH2:20]Br.C([O-])([O-])=O.[Cs+].[Cs+].O, predict the reaction product. The product is: [Br:16][CH2:17][CH:18]([F:22])[CH2:19][CH2:20][N:3]1[CH:4]=[CH:5][C:6]([NH:8][C:9](=[O:15])[O:10][C:11]([CH3:12])([CH3:14])[CH3:13])=[N:7][C:2]1=[O:1]. (3) Given the reactants [Cl:1][C:2]1[CH:3]=[C:4]([CH:8]2[C:12]([C:15]3[CH:20]=[CH:19][C:18]([Cl:21])=[CH:17][CH:16]=3)([C:13]#[N:14])[CH:11]([CH2:22][C:23]([CH3:26])([CH3:25])[CH3:24])[NH:10][CH:9]2[C:27]([OH:29])=O)[CH:5]=[CH:6][CH:7]=1.[O:30]([CH2:34][CH2:35][NH2:36])[CH2:31][CH2:32][NH2:33].CN(C(ON1N=NC2C=CC=NC1=2)=[N+](C)C)C.F[P-](F)(F)(F)(F)F.CCN(C(C)C)C(C)C, predict the reaction product. The product is: [NH2:33][CH2:32][CH2:31][O:30][CH2:34][CH2:35][NH:36][C:27]([CH:9]1[CH:8]([C:4]2[CH:5]=[CH:6][CH:7]=[C:2]([Cl:1])[CH:3]=2)[C:12]([C:15]2[CH:20]=[CH:19][C:18]([Cl:21])=[CH:17][CH:16]=2)([C:13]#[N:14])[CH:11]([CH2:22][C:23]([CH3:24])([CH3:26])[CH3:25])[NH:10]1)=[O:29]. (4) Given the reactants [CH:1]1([NH:6][C:7]2[C:12]([CH:13]=[N:14][C:15]3[C:20]([F:21])=[CH:19][CH:18]=[C:17]([O:22][CH2:23][CH3:24])[C:16]=3[F:25])=[CH:11][N:10]=[C:9]([S:26][CH3:27])[N:8]=2)[CH2:5][CH2:4][CH2:3][CH2:2]1.[H-].[H-].[H-].[H-].[Li+].[Al+3], predict the reaction product. The product is: [CH:1]1([NH:6][C:7]2[C:12]([CH2:13][NH:14][C:15]3[C:20]([F:21])=[CH:19][CH:18]=[C:17]([O:22][CH2:23][CH3:24])[C:16]=3[F:25])=[CH:11][N:10]=[C:9]([S:26][CH3:27])[N:8]=2)[CH2:2][CH2:3][CH2:4][CH2:5]1.